This data is from Full USPTO retrosynthesis dataset with 1.9M reactions from patents (1976-2016). The task is: Predict the reactants needed to synthesize the given product. (1) Given the product [F:24][C@H:11]1[C@@H:10]([O:9][C:8]2[CH:7]=[CH:6][C:5]([C:25]3[N:26]=[C:27]([NH:31][C:32]4[CH:37]=[CH:36][C:35]([CH:38]5[CH2:43][CH2:42][NH:41][CH2:40][CH2:39]5)=[C:34]([CH3:51])[CH:33]=4)[N:28]=[CH:29][N:30]=3)=[CH:4][C:3]=2[C:1]#[N:2])[CH2:15][CH2:14][N:13]([C:16]([C:18]2[N:19]=[N:20][N:21]([CH3:23])[CH:22]=2)=[O:17])[CH2:12]1, predict the reactants needed to synthesize it. The reactants are: [C:1]([C:3]1[CH:4]=[C:5]([C:25]2[N:30]=[CH:29][N:28]=[C:27]([NH:31][C:32]3[CH:37]=[CH:36][C:35]([CH:38]4[CH2:43][CH2:42][N:41](C(OC(C)(C)C)=O)[CH2:40][CH2:39]4)=[C:34]([CH3:51])[CH:33]=3)[N:26]=2)[CH:6]=[CH:7][C:8]=1[O:9][C@H:10]1[CH2:15][CH2:14][N:13]([C:16]([C:18]2[N:19]=[N:20][N:21]([CH3:23])[CH:22]=2)=[O:17])[CH2:12][C@H:11]1[F:24])#[N:2].FC(F)(F)C(O)=O.[OH-].[NH4+]. (2) Given the product [CH3:20][C:15]1([CH3:21])[C:16]([CH3:19])([CH3:18])[O:17][B:13]([C:2]2[CH:7]=[CH:6][C:5]([OH:8])=[C:4]([C:9]([F:12])([F:11])[F:10])[CH:3]=2)[O:14]1, predict the reactants needed to synthesize it. The reactants are: Br[C:2]1[CH:7]=[CH:6][C:5]([OH:8])=[C:4]([C:9]([F:12])([F:11])[F:10])[CH:3]=1.[B:13]1([B:13]2[O:17][C:16]([CH3:19])([CH3:18])[C:15]([CH3:21])([CH3:20])[O:14]2)[O:17][C:16]([CH3:19])([CH3:18])[C:15]([CH3:21])([CH3:20])[O:14]1.C([O-])(=O)C.[K+].N#N. (3) Given the product [CH2:34]([O:33][C:31]1[N:32]=[C:26]([CH:11]2[CH2:12][CH:13]([C:15]3[CH:16]=[CH:17][C:18]([O:21][C:22]([F:23])([F:24])[F:25])=[CH:19][CH:20]=3)[CH2:14][N:9]([C:7]([N:1]3[CH2:6][CH2:5][S:4][CH2:3][CH2:2]3)=[O:8])[CH2:10]2)[O:27][N:30]=1)[CH3:35], predict the reactants needed to synthesize it. The reactants are: [N:1]1([C:7]([N:9]2[CH2:14][CH:13]([C:15]3[CH:20]=[CH:19][C:18]([O:21][C:22]([F:25])([F:24])[F:23])=[CH:17][CH:16]=3)[CH2:12][CH:11]([C:26](O)=[O:27])[CH2:10]2)=[O:8])[CH2:6][CH2:5][S:4][CH2:3][CH2:2]1.O[N:30]=[C:31]([O:33][CH2:34][CH3:35])[NH2:32].